From a dataset of Peptide-MHC class I binding affinity with 185,985 pairs from IEDB/IMGT. Regression. Given a peptide amino acid sequence and an MHC pseudo amino acid sequence, predict their binding affinity value. This is MHC class I binding data. (1) The peptide sequence is GFPSLESSF. The MHC is BoLA-JSP.1 with pseudo-sequence BoLA-JSP.1. The binding affinity (normalized) is 0.0641. (2) The peptide sequence is SLYKYLLLR. The MHC is HLA-A26:02 with pseudo-sequence HLA-A26:02. The binding affinity (normalized) is 0.0847.